This data is from Catalyst prediction with 721,799 reactions and 888 catalyst types from USPTO. The task is: Predict which catalyst facilitates the given reaction. (1) Reactant: O.ON1C2C=CC=CC=2N=N1.[C:12]([N:31]1[CH:35]=[C:34]([C:36]([OH:38])=O)[N:33]=[CH:32]1)([C:25]1[CH:30]=[CH:29][CH:28]=[CH:27][CH:26]=1)([C:19]1[CH:24]=[CH:23][CH:22]=[CH:21][CH:20]=1)[C:13]1[CH:18]=[CH:17][CH:16]=[CH:15][CH:14]=1.Cl.CN(C)CCCN=C=NCC.Cl.[NH2:52][CH2:53][C:54]1[CH:79]=[CH:78][C:57]([CH2:58][O:59][C:60]2[CH:65]=[CH:64][C:63]([C:66](=[O:72])[CH2:67][C:68]([CH3:71])([CH3:70])[CH3:69])=[C:62]([OH:73])[C:61]=2[C:74]([F:77])([F:76])[F:75])=[CH:56][CH:55]=1.C(N(CC)CC)C. Product: [CH3:69][C:68]([CH3:71])([CH3:70])[CH2:67][C:66]([C:63]1[CH:64]=[CH:65][C:60]([O:59][CH2:58][C:57]2[CH:78]=[CH:79][C:54]([CH2:53][NH:52][C:36]([C:34]3[N:33]=[CH:32][N:31]([C:12]([C:19]4[CH:24]=[CH:23][CH:22]=[CH:21][CH:20]=4)([C:25]4[CH:30]=[CH:29][CH:28]=[CH:27][CH:26]=4)[C:13]4[CH:14]=[CH:15][CH:16]=[CH:17][CH:18]=4)[CH:35]=3)=[O:38])=[CH:55][CH:56]=2)=[C:61]([C:74]([F:75])([F:76])[F:77])[C:62]=1[OH:73])=[O:72]. The catalyst class is: 10. (2) Reactant: [CH3:1][C@@H:2]([NH:23]C(=O)OC(C)(C)C)[C:3]([NH:5][C:6]1[CH:7]=[N:8][C:9]([O:12][C:13]2[CH:18]=[CH:17][CH:16]=[C:15]([O:19][CH:20]([CH3:22])[CH3:21])[CH:14]=2)=[CH:10][CH:11]=1)=[O:4].C(O)(C(F)(F)F)=O. Product: [CH3:22][CH:20]([O:19][C:15]1[CH:14]=[C:13]([O:12][C:9]2[N:8]=[CH:7][C:6]([NH:5][C:3](=[O:4])[C@@H:2]([CH3:1])[NH2:23])=[CH:11][CH:10]=2)[CH:18]=[CH:17][CH:16]=1)[CH3:21]. The catalyst class is: 4. (3) Reactant: Cl.[C:2]([C:5]1[CH:6]=[C:7]([C:11]2[N:12]=[CH:13][N:14]([C:16]([N:18]([CH3:25])[CH:19]3[CH2:24][CH2:23][NH:22][CH2:21][CH2:20]3)=[O:17])[CH:15]=2)[CH:8]=[CH:9][CH:10]=1)(=[O:4])[NH2:3].C(N(CC)C(C)C)(C)C.[CH3:35][O:36][C:37]1[CH:44]=[CH:43][C:40]([CH:41]=O)=[CH:39][CH:38]=1.[Na].C(O)(=O)C. Product: [C:2]([C:5]1[CH:6]=[C:7]([C:11]2[N:12]=[CH:13][N:14]([C:16]([N:18]([CH:19]3[CH2:24][CH2:23][N:22]([CH2:41][C:40]4[CH:43]=[CH:44][C:37]([O:36][CH3:35])=[CH:38][CH:39]=4)[CH2:21][CH2:20]3)[CH3:25])=[O:17])[CH:15]=2)[CH:8]=[CH:9][CH:10]=1)(=[O:4])[NH2:3]. The catalyst class is: 26. (4) Reactant: [OH-].[Na+].[Cl:3][C:4]1[CH:9]=[CH:8][C:7]([C:10]2[CH:15]=[CH:14][C:13](/[CH:16]=[CH:17]/[C:18]([O:20]CC)=[O:19])=[CH:12][CH:11]=2)=[CH:6][CH:5]=1.Cl. Product: [Cl:3][C:4]1[CH:5]=[CH:6][C:7]([C:10]2[CH:15]=[CH:14][C:13](/[CH:16]=[CH:17]/[C:18]([OH:20])=[O:19])=[CH:12][CH:11]=2)=[CH:8][CH:9]=1. The catalyst class is: 8.